From a dataset of Forward reaction prediction with 1.9M reactions from USPTO patents (1976-2016). Predict the product of the given reaction. (1) Given the reactants [CH3:1][O:2][C:3]1[CH:20]=[C:19]([O:21][CH3:22])[CH:18]=[CH:17][C:4]=1[CH2:5][NH:6][C:7]1C=N[CH:10]=[C:11]2[NH:15][N:14]=[C:13]([CH3:16])[C:12]=12.[H-].[Na+].[Cl:25][C:26]1[C:27]([CH3:48])=[C:28]([C:37]2[CH:38]=[CH:39][C:40]([C:43]([N:45]([CH3:47])[CH3:46])=[O:44])=[N:41][CH:42]=2)[C:29]([O:35][CH3:36])=[C:30]([CH:32](Cl)[CH3:33])[CH:31]=1.[CH3:49][N:50](C)C=O, predict the reaction product. The product is: [Cl:25][C:26]1[C:27]([CH3:48])=[C:28]([C:37]2[CH:38]=[CH:39][C:40]([C:43]([N:45]([CH3:47])[CH3:46])=[O:44])=[N:41][CH:42]=2)[C:29]([O:35][CH3:36])=[C:30]([CH:32]([N:15]2[C:11]3[CH:10]=[CH:49][N:50]=[C:7]([NH:6][CH2:5][C:4]4[CH:17]=[CH:18][C:19]([O:21][CH3:22])=[CH:20][C:3]=4[O:2][CH3:1])[C:12]=3[C:13]([CH3:16])=[N:14]2)[CH3:33])[CH:31]=1. (2) Given the reactants [OH:1][CH:2]1[CH2:5][N:4]([C:6]([N:8]2[CH2:13][CH:12]([C:14]3[CH:19]=[CH:18][C:17]([C:20]([F:23])([F:22])[F:21])=[CH:16][CH:15]=3)[CH2:11][CH:10]([C:24]([OH:26])=O)[CH2:9]2)=[O:7])[CH2:3]1.[Cl:27][C:28]1[CH:33]=[CH:32][CH:31]=[CH:30][C:29]=1[C:34](=[NH:37])[NH:35]O, predict the reaction product. The product is: [Cl:27][C:28]1[CH:33]=[CH:32][CH:31]=[CH:30][C:29]=1[C:34]1[N:37]=[C:24]([CH:10]2[CH2:11][CH:12]([C:14]3[CH:19]=[CH:18][C:17]([C:20]([F:22])([F:21])[F:23])=[CH:16][CH:15]=3)[CH2:13][N:8]([C:6]([N:4]3[CH2:5][CH:2]([OH:1])[CH2:3]3)=[O:7])[CH2:9]2)[O:26][N:35]=1. (3) Given the reactants [NH:1]1[CH:5]=[CH:4][C:3]([C:6]([OH:8])=O)=[CH:2]1.C1(C)C=CC(S(O)(=O)=O)=CC=1.[CH2:20]([O:27][C:28](=[O:32])[CH2:29][CH2:30][NH2:31])[C:21]1[CH:26]=[CH:25][CH:24]=[CH:23][CH:22]=1.P(C#N)(=O)(OCC)OCC.C(N(CC)CC)C, predict the reaction product. The product is: [NH:1]1[CH:5]=[CH:4][C:3]([C:6]([NH:31][CH2:30][CH2:29][C:28]([O:27][CH2:20][C:21]2[CH:26]=[CH:25][CH:24]=[CH:23][CH:22]=2)=[O:32])=[O:8])=[CH:2]1.